This data is from Full USPTO retrosynthesis dataset with 1.9M reactions from patents (1976-2016). The task is: Predict the reactants needed to synthesize the given product. (1) Given the product [Cl:31][C:25]1[CH:26]=[C:27]([NH:28][C:8]2[C:7]3[C:2](=[C:3]([C:17]4[CH:18]=[CH:19][CH:20]=[CH:21][CH:22]=4)[N:4]=[C:5]([O:10][C:11]4[CH:16]=[CH:15][CH:14]=[CH:13][CH:12]=4)[CH:6]=3)[O:1][C:48]=2[NH2:49])[CH:29]=[CH:30][C:24]=1[F:23], predict the reactants needed to synthesize it. The reactants are: [OH:1][C:2]1[C:3]([C:17]2[CH:22]=[CH:21][CH:20]=[CH:19][CH:18]=2)=[N:4][C:5]([O:10][C:11]2[CH:16]=[CH:15][CH:14]=[CH:13][CH:12]=2)=[CH:6][C:7]=1[CH:8]=O.[F:23][C:24]1[CH:30]=[CH:29][C:27]([NH2:28])=[CH:26][C:25]=1[Cl:31].[Si](OS(C(F)(F)F)(=O)=O)(C)(C)C.[Si]([C:48]#[N:49])(C)(C)C. (2) Given the product [N:2]1[N:1]2[CH:12]=[CH:11][C:10]([OH:9])=[N:6][C:5]2=[CH:4][CH:3]=1, predict the reactants needed to synthesize it. The reactants are: [NH:1]1[C:5]([NH2:6])=[CH:4][CH:3]=[N:2]1.C([O:9][CH:10]=[CH:11][C:12](OCC)=O)C.C(=O)([O-])[O-].[Cs+].[Cs+]. (3) Given the product [C:21]([OH:24])(=[O:27])[CH:22]=[CH2:23].[C:21]([OH:24])(=[O:27])[CH:22]=[CH2:23].[C:21]([OH:24])(=[O:27])[CH:22]=[CH2:23].[CH3:3][CH3:4].[C:3]1([OH:2])[CH:8]=[CH:7][CH:6]=[CH:5][CH:4]=1, predict the reactants needed to synthesize it. The reactants are: [K].[OH:2][C:3]1[CH:8]=[CH:7][C:6](C(C2[CH:23]=[CH:22][C:21]([OH:24])=CC=2)(C2C=CC(O)=CC=2)C)=[CH:5][CH:4]=1.C1[O:27]C1.